Dataset: Full USPTO retrosynthesis dataset with 1.9M reactions from patents (1976-2016). Task: Predict the reactants needed to synthesize the given product. (1) Given the product [OH:26][CH:27]([CH2:31][C:32]1[CH:33]=[CH:34][C:35]([CH3:38])=[CH:36][CH:37]=1)[C:28]([NH:16][CH2:15][CH2:14][C:6]1[CH:7]=[CH:8][C:9]([O:10][CH2:11][C:12]#[CH:13])=[C:4]([O:3][CH3:2])[CH:5]=1)=[O:29], predict the reactants needed to synthesize it. The reactants are: Cl.[CH3:2][O:3][C:4]1[CH:5]=[C:6]([CH2:14][CH2:15][NH2:16])[CH:7]=[CH:8][C:9]=1[O:10][CH2:11][C:12]#[CH:13].C(N(CC)C(C)C)(C)C.[OH:26][CH:27]([CH2:31][C:32]1[CH:37]=[CH:36][C:35]([CH3:38])=[CH:34][CH:33]=1)[C:28](O)=[O:29].F[P-](F)(F)(F)(F)F.N1(O[P+](N(C)C)(N(C)C)N(C)C)C2C=CC=CC=2N=N1. (2) The reactants are: [Br:1][C:2]1[CH:3]=[C:4]2[C:12](=[CH:13][C:14]=1[CH3:15])[O:11][C:7]1([CH2:10][CH2:9][CH2:8]1)[CH2:6][C:5]2=O.C(S)CCS. Given the product [Br:1][C:2]1[CH:3]=[C:4]2[C:12](=[CH:13][C:14]=1[CH3:15])[O:11][C:7]1([CH2:8][CH2:9][CH2:10]1)[CH2:6][CH2:5]2, predict the reactants needed to synthesize it. (3) Given the product [Cl:50][C:51]1[C:52]2[CH:62]=[CH:61][C:60]([CH3:63])=[CH:59][C:53]=2[S:54][C:55]=1[C:56]([NH:8][C@H:7]([CH2:9][C:10]1[CH:11]=[CH:12][CH:13]=[CH:14][CH:15]=1)[C:6]([OH:5])=[O:16])=[O:57], predict the reactants needed to synthesize it. The reactants are: C([O:5][C:6](=[O:16])[C@@H:7]([CH2:9][C:10]1[CH:15]=[CH:14][CH:13]=[CH:12][CH:11]=1)[NH2:8])(C)(C)C.CN(C(ON1N=NC2C=CC=NC1=2)=[N+](C)C)C.F[P-](F)(F)(F)(F)F.CCN(C(C)C)C(C)C.[Cl:50][C:51]1[C:52]2[CH:62]=[CH:61][C:60]([CH3:63])=[CH:59][C:53]=2[S:54][C:55]=1[C:56](O)=[O:57].C(O)(C(F)(F)F)=O. (4) Given the product [Cl:18][C:5]1[C:4]2[C:9](=[CH:10][C:11]([C:12]([N:20]3[CH2:24][CH:23]=[CH:22][CH2:21]3)=[O:14])=[C:2]([CH3:1])[CH:3]=2)[N:8]=[CH:7][N:6]=1, predict the reactants needed to synthesize it. The reactants are: [CH3:1][C:2]1[CH:3]=[C:4]2[C:9](=[CH:10][C:11]=1[C:12]([OH:14])=O)[N:8]=[CH:7][NH:6][C:5]2=O.S(Cl)([Cl:18])=O.[NH:20]1[CH2:24][CH:23]=[CH:22][CH2:21]1.[OH-].[Na+]. (5) Given the product [CH2:1]([O:8][C:9]1[CH:10]=[C:11]([NH:12][CH2:23][C:21]2[CH:20]=[CH:19][CH:18]=[C:17]([Br:16])[N:22]=2)[CH:13]=[CH:14][CH:15]=1)[C:2]1[CH:3]=[CH:4][CH:5]=[CH:6][CH:7]=1, predict the reactants needed to synthesize it. The reactants are: [CH2:1]([O:8][C:9]1[CH:10]=[C:11]([CH:13]=[CH:14][CH:15]=1)[NH2:12])[C:2]1[CH:7]=[CH:6][CH:5]=[CH:4][CH:3]=1.[Br:16][C:17]1[N:22]=[C:21]([CH:23]=O)[CH:20]=[CH:19][CH:18]=1.C(O[BH-](OC(=O)C)OC(=O)C)(=O)C.[Na+].C(O)(=O)C.C(=O)(O)[O-].[Na+].